This data is from Full USPTO retrosynthesis dataset with 1.9M reactions from patents (1976-2016). The task is: Predict the reactants needed to synthesize the given product. (1) Given the product [OH:14][NH:13][C:11](=[O:12])[C:10]([CH3:19])([S:15]([CH3:18])(=[O:17])=[O:16])[CH2:9][CH2:8][C:5]1[CH:4]=[CH:3][C:2]([C:20]2[CH:25]=[CH:24][CH:23]=[CH:22][CH:21]=2)=[CH:7][N:6]=1, predict the reactants needed to synthesize it. The reactants are: Br[C:2]1[CH:3]=[CH:4][C:5]([CH2:8][CH2:9][C:10]([CH3:19])([S:15]([CH3:18])(=[O:17])=[O:16])[C:11]([NH:13][OH:14])=[O:12])=[N:6][CH:7]=1.[C:20]1(B(O)O)[CH:25]=[CH:24][CH:23]=[CH:22][CH:21]=1. (2) Given the product [NH:29]([C:13](=[O:15])[CH2:12][NH:11][C:1](=[O:2])[O:3][CH2:4][C:5]1[CH:10]=[CH:9][CH:8]=[CH:7][CH:6]=1)[NH2:30], predict the reactants needed to synthesize it. The reactants are: [C:1]([NH:11][CH2:12][C:13]([OH:15])=O)([O:3][CH2:4][C:5]1[CH:10]=[CH:9][CH:8]=[CH:7][CH:6]=1)=[O:2].CN1CCOCC1.ClC(OCC)=O.[NH2:29][NH2:30].C([O-])(O)=O.[Na+]. (3) The reactants are: [OH:1][C@H:2]1[C@@H:6]([OH:7])[CH2:5][N:4]([C:8]([O:10][C:11]([CH3:14])([CH3:13])[CH3:12])=[O:9])[C@@H:3]1[C:15]([O:17][CH3:18])=[O:16].[C:19]1(C)[CH:24]=CC(S([O-])(=O)=O)=C[CH:20]=1.[NH+]1C=CC=CC=1. Given the product [CH3:20][C:19]1([CH3:24])[O:7][CH:6]2[CH2:5][N:4]([C:8]([O:10][C:11]([CH3:14])([CH3:13])[CH3:12])=[O:9])[CH:3]([C:15]([O:17][CH3:18])=[O:16])[CH:2]2[O:1]1, predict the reactants needed to synthesize it. (4) Given the product [CH2:20]([O:22][C:23](=[O:24])[C:25]1[CH:30]=[CH:29][C:28]([C:17]2[CH:16]=[N:15][C:10]3[NH:11][CH2:12][C:13](=[O:14])[N:8]([CH2:1][C:2]4[CH:7]=[CH:6][CH:5]=[CH:4][CH:3]=4)[C:9]=3[CH:18]=2)=[CH:27][CH:26]=1)[CH3:21], predict the reactants needed to synthesize it. The reactants are: [CH2:1]([N:8]1[C:13](=[O:14])[CH2:12][NH:11][C:10]2[N:15]=[CH:16][C:17](I)=[CH:18][C:9]1=2)[C:2]1[CH:7]=[CH:6][CH:5]=[CH:4][CH:3]=1.[CH2:20]([O:22][C:23]([C:25]1[CH:30]=[CH:29][C:28](B(O)O)=[CH:27][CH:26]=1)=[O:24])[CH3:21]. (5) Given the product [CH3:4][CH:3]=[CH:2][CH:6]([OH:15])/[CH:7]=[CH:8]/[CH:9]=[CH:10]/[CH2:11][CH2:12][CH2:13][CH3:14], predict the reactants needed to synthesize it. The reactants are: Br[CH:2]=[CH:3][CH3:4].[Mg].[CH:6](=[O:15])/[CH:7]=[CH:8]/[CH:9]=[CH:10]/[CH2:11][CH2:12][CH2:13][CH3:14].[NH4+].[Cl-].